From a dataset of Forward reaction prediction with 1.9M reactions from USPTO patents (1976-2016). Predict the product of the given reaction. (1) Given the reactants C([NH:8][CH:9]1[CH2:14][CH2:13][N:12]([CH2:15][CH2:16][CH2:17][O:18][C:19]2[CH:24]=[CH:23][C:22]([F:25])=[CH:21][CH:20]=2)[CH2:11][C:10]1([F:27])[F:26])C1C=CC=CC=1, predict the reaction product. The product is: [F:27][C:10]1([F:26])[CH:9]([NH2:8])[CH2:14][CH2:13][N:12]([CH2:15][CH2:16][CH2:17][O:18][C:19]2[CH:20]=[CH:21][C:22]([F:25])=[CH:23][CH:24]=2)[CH2:11]1. (2) Given the reactants [C:9](O[C:9]([O:11][C:12]([CH3:15])([CH3:14])[CH3:13])=[O:10])([O:11][C:12]([CH3:15])([CH3:14])[CH3:13])=[O:10].[CH2:16]([NH:23][NH2:24])[C:17]1[CH:22]=[CH:21][CH:20]=[CH:19][CH:18]=1.Cl.C(NN)C1C=CC=CC=1.C(=O)([O-])[O-].[Na+].[Na+], predict the reaction product. The product is: [C:12]([O:11][C:9]([N:23]([CH2:16][C:17]1[CH:22]=[CH:21][CH:20]=[CH:19][CH:18]=1)[NH2:24])=[O:10])([CH3:13])([CH3:14])[CH3:15]. (3) Given the reactants [N+](C1C=CC(C[O:9][C:10]([C:12]2[N:13]3[CH:16]([S:17][CH:18]=2)[C:15]([CH:20](OC(=O)C)[C:21]2[N:32]=[C:31]4[N:23]([C:24]5[CH2:25][CH2:26][CH2:27][C:28]=5[C:29]([O:33][CH3:34])=[N:30]4)[CH:22]=2)(Br)[C:14]3=[O:39])=[O:11])=CC=1)([O-])=O.[H][H], predict the reaction product. The product is: [CH3:34][O:33][C:29]1[C:28]2[CH2:27][CH2:26][CH2:25][C:24]=2[N:23]2[C:31](=[N:32][C:21]([CH:20]=[C:15]3[C:14](=[O:39])[N:13]4[CH:16]3[S:17][CH:18]=[C:12]4[C:10]([OH:11])=[O:9])=[CH:22]2)[N:30]=1. (4) Given the reactants [Cl:1][C:2]1[CH:7]=[CH:6][C:5](/[CH:8]=[N:9]/[CH3:10])=[C:4]([F:11])[CH:3]=1.[Cl:12][C:13]1[CH:18]=[CH:17][C:16](/[C:19](=[CH:22]/[CH2:23][C:24]([CH3:27])([CH3:26])[CH3:25])/[C:20]#[N:21])=[C:15]([F:28])[CH:14]=1.[OH-].[K+], predict the reaction product. The product is: [Cl:1][C:2]1[CH:7]=[CH:6][C:5]([CH:8]2[C:19]([C:16]3[CH:17]=[CH:18][C:13]([Cl:12])=[CH:14][C:15]=3[F:28])([C:20]#[N:21])[CH:22]([CH2:23][C:24]([CH3:27])([CH3:26])[CH3:25])[CH2:10][NH:9]2)=[C:4]([F:11])[CH:3]=1.[Cl:12][C:13]1[CH:18]=[CH:17][C:16]([C:19]2([C:20]#[N:21])[CH:22]([CH2:23][C:24]([CH3:25])([CH3:26])[CH3:27])[CH:8]([C:5]3[CH:6]=[CH:7][C:2]([Cl:1])=[CH:3][C:4]=3[F:11])[NH:9][CH2:10]2)=[C:15]([F:28])[CH:14]=1.